From a dataset of Full USPTO retrosynthesis dataset with 1.9M reactions from patents (1976-2016). Predict the reactants needed to synthesize the given product. (1) Given the product [CH3:36][C:35]([CH3:38])([CH3:37])[C:34]([NH:9][CH:10]1[CH2:15][CH:14]([C:16]2[CH:21]=[CH:20][C:19]([C:22]([F:24])([F:25])[F:23])=[CH:18][CH:17]=2)[CH2:13][N:12]([C:26]([N:28]2[CH2:29][CH2:30][O:31][CH2:32][CH2:33]2)=[O:27])[CH2:11]1)=[O:39], predict the reactants needed to synthesize it. The reactants are: C(N(CC)CC)C.Cl.[NH2:9][CH:10]1[CH2:15][CH:14]([C:16]2[CH:21]=[CH:20][C:19]([C:22]([F:25])([F:24])[F:23])=[CH:18][CH:17]=2)[CH2:13][N:12]([C:26]([N:28]2[CH2:33][CH2:32][O:31][CH2:30][CH2:29]2)=[O:27])[CH2:11]1.[C:34](Cl)(=[O:39])[C:35]([CH3:38])([CH3:37])[CH3:36]. (2) Given the product [Br:22][CH2:13][C:14]1[CH:21]=[CH:20][CH:19]=[CH:18][C:15]=1[C:16]#[N:17], predict the reactants needed to synthesize it. The reactants are: N(C(C)(C)C#N)=NC(C)(C)C#N.[CH3:13][C:14]1[CH:21]=[CH:20][CH:19]=[CH:18][C:15]=1[C:16]#[N:17].[Br:22]N1C(=O)CCC1=O. (3) Given the product [O:10]([CH2:20][CH2:21][CH:22]1[CH2:27][CH:26]2[CH2:28][CH:23]1[CH2:24][CH:25]2[C:2]1[CH:3]=[CH:4][C:36]([OH:38])=[C:34]([CH3:35])[CH:7]=1)[CH2:11][CH2:12][CH:13]1[CH2:18][CH:17]2[CH2:19][CH:14]1[CH2:15][CH:16]2[C:2]1[CH:7]=[CH:6][C:5]([OH:8])=[C:4]([CH3:9])[CH:3]=1, predict the reactants needed to synthesize it. The reactants are: I[C:2]1[CH:7]=[CH:6][C:5]([OH:8])=[C:4]([CH3:9])[CH:3]=1.[O:10]([CH2:20][CH2:21][CH:22]1[CH2:27][CH:26]2[CH2:28][CH:23]1[CH:24]=[CH:25]2)[CH2:11][CH2:12][CH:13]1[CH2:18][CH:17]2[CH2:19][CH:14]1[CH:15]=[CH:16]2.C(N([CH2:34][CH3:35])CC)C.[CH:36]([OH:38])=O. (4) Given the product [CH3:1][O:2][C:3]([C:5]1[C:13]2[C:8](=[CH:9][C:10]([CH:14]3[CH2:19][CH2:18][CH:17]([OH:20])[CH2:16][CH2:15]3)=[CH:11][CH:12]=2)[N:7]([CH3:21])[CH:6]=1)=[O:4], predict the reactants needed to synthesize it. The reactants are: [CH3:1][O:2][C:3]([C:5]1[C:13]2[C:8](=[CH:9][C:10]([C:14]3[CH2:19][CH2:18][CH:17]([OH:20])[CH2:16][CH:15]=3)=[CH:11][CH:12]=2)[N:7]([CH3:21])[CH:6]=1)=[O:4]. (5) Given the product [Cl:22][C:20]1[CH:19]=[CH:18][C:16]2[NH:17][C:13]([S:12][C:9]3[CH:10]=[CH:11][C:2]([NH:1][CH2:24][CH:26]4[CH2:31][CH2:30][NH:29][CH2:28][CH2:27]4)=[C:3]4[C:8]=3[NH:7][CH:6]=[CH:5][C:4]4=[O:23])=[N:14][C:15]=2[CH:21]=1, predict the reactants needed to synthesize it. The reactants are: [NH2:1][C:2]1[CH:11]=[CH:10][C:9]([S:12][C:13]2[NH:17][C:16]3[CH:18]=[CH:19][C:20]([Cl:22])=[CH:21][C:15]=3[N:14]=2)=[C:8]2[C:3]=1[C:4](=[O:23])[CH:5]=[CH:6][NH:7]2.[CH:24]([CH:26]1[CH2:31][CH2:30][N:29](C(OC(C)(C)C)=O)[CH2:28][CH2:27]1)=O.C(O[BH-](OC(=O)C)OC(=O)C)(=O)C.[Na+]. (6) Given the product [Cl:25][C:10]1[C:11]2[C:6](=[CH:5][CH:4]=[C:3]([O:2][CH3:1])[CH:12]=2)[C:7]([C:14]2[CH:19]=[CH:18][CH:17]=[CH:16][CH:15]=2)=[N:8][N:9]=1, predict the reactants needed to synthesize it. The reactants are: [CH3:1][O:2][C:3]1[CH:12]=[C:11]2[C:6]([C:7]([C:14]3[CH:19]=[CH:18][CH:17]=[CH:16][CH:15]=3)=[N:8][NH:9][C:10]2=O)=[CH:5][CH:4]=1.O.[OH-].[Na+].P(Cl)(Cl)([Cl:25])=O. (7) Given the product [Cl:1][C:2]1[CH:10]=[CH:9][CH:8]=[C:7]2[C:3]=1[CH:4]=[CH:5][N:6]2[C@H:16]([C:17]1[CH:22]=[CH:21][CH:20]=[CH:19][CH:18]=1)[CH2:15][CH2:14][Cl:13], predict the reactants needed to synthesize it. The reactants are: [Cl:1][C:2]1[CH:10]=[CH:9][CH:8]=[C:7]2[C:3]=1[CH:4]=[CH:5][NH:6]2.[H-].[Na+].[Cl:13][CH2:14][CH2:15][CH:16](OS(C)(=O)=O)[C:17]1[CH:22]=[CH:21][CH:20]=[CH:19][CH:18]=1.